Predict the reactants needed to synthesize the given product. From a dataset of Full USPTO retrosynthesis dataset with 1.9M reactions from patents (1976-2016). (1) Given the product [C:1]([C:5]1[CH:6]=[CH:7][C:8]([S:11]([CH:14]2[CH2:15][CH2:16][N:17]([C:21]3[CH:26]=[CH:25][CH:24]=[CH:23][C:22]=3[C:27]([F:30])([F:29])[F:28])[CH2:18][CH2:19]2)(=[O:13])=[O:12])=[CH:9][CH:10]=1)([CH3:4])([CH3:2])[CH3:3], predict the reactants needed to synthesize it. The reactants are: [C:1]([C:5]1[CH:10]=[CH:9][C:8]([S:11]([CH:14]2[CH2:19][CH2:18][NH:17][CH2:16][CH2:15]2)(=[O:13])=[O:12])=[CH:7][CH:6]=1)([CH3:4])([CH3:3])[CH3:2].Br[C:21]1[CH:26]=[CH:25][CH:24]=[CH:23][C:22]=1[C:27]([F:30])([F:29])[F:28]. (2) Given the product [ClH:13].[NH2:2][CH2:1][C:3]1[CH:4]=[C:5]([CH2:9][C:10]([O:12][CH2:14][CH3:15])=[O:11])[CH:6]=[CH:7][CH:8]=1, predict the reactants needed to synthesize it. The reactants are: [C:1]([C:3]1[CH:4]=[C:5]([CH2:9][C:10]([OH:12])=[O:11])[CH:6]=[CH:7][CH:8]=1)#[N:2].[ClH:13].[CH2:14](O)[CH3:15]. (3) Given the product [C:1]([C:3]1[CH:4]=[C:5]([C:13]2[S:14][C:15]([C:18]3[C:19]([CH2:32][CH3:33])=[C:20]([CH2:24][CH2:25][CH2:26][C:27]([OH:29])=[O:28])[CH:21]=[CH:22][CH:23]=3)=[CH:16][N:17]=2)[CH:6]=[CH:7][C:8]=1[O:9][CH:10]([CH3:12])[CH3:11])#[N:2], predict the reactants needed to synthesize it. The reactants are: [C:1]([C:3]1[CH:4]=[C:5]([C:13]2[S:14][C:15]([C:18]3[C:19]([CH2:32][CH3:33])=[C:20]([CH2:24][CH2:25][CH2:26][C:27]([O:29]CC)=[O:28])[CH:21]=[CH:22][CH:23]=3)=[CH:16][N:17]=2)[CH:6]=[CH:7][C:8]=1[O:9][CH:10]([CH3:12])[CH3:11])#[N:2].[OH-].[Na+]. (4) Given the product [Cl:41][C:42]1[C:43]([C:52]([F:54])([F:53])[F:55])=[N:44][N:45]([CH2:48][C:49]([N:36]2[CH2:37][CH2:38][N:33]([C:29]3[CH:30]=[CH:31][CH:32]=[C:27]([C:26]([F:25])([F:39])[F:40])[CH:28]=3)[CH2:34][CH2:35]2)=[O:50])[C:46]=1[CH3:47], predict the reactants needed to synthesize it. The reactants are: CN(C(ON1N=NC2C=CC=NC1=2)=[N+](C)C)C.F[P-](F)(F)(F)(F)F.[F:25][C:26]([F:40])([F:39])[C:27]1[CH:28]=[C:29]([N:33]2[CH2:38][CH2:37][NH:36][CH2:35][CH2:34]2)[CH:30]=[CH:31][CH:32]=1.[Cl:41][C:42]1[C:43]([C:52]([F:55])([F:54])[F:53])=[N:44][N:45]([CH2:48][C:49](O)=[O:50])[C:46]=1[CH3:47].